The task is: Predict the reaction yield, written as a fraction of the theoretical maximum amount of product (1.0 means a 100% yield; for example, 0.34 means a 34% yield).. This data is from Reaction yield outcomes from USPTO patents with 853,638 reactions. The reactants are [F:1][C:2]1[CH:7]=[CH:6][CH:5]=[CH:4][C:3]=1[C:8]1[CH:13]=[CH:12][C:11](B(O)O)=[C:10]([O:17][CH3:18])[C:9]=1[O:19][CH3:20].[F:21][C:22]1[CH:27]=[CH:26][C:25]([Br:28])=[CH:24][C:23]=1I.C(=O)([O-])[O-].[Na+].[Na+]. The catalyst is C1(C)C=CC=CC=1. The product is [Br:28][C:25]1[CH:24]=[CH:23][C:22]([F:21])=[C:27]([C:11]2[CH:12]=[CH:13][C:8]([C:3]3[CH:4]=[CH:5][CH:6]=[CH:7][C:2]=3[F:1])=[C:9]([O:19][CH3:20])[C:10]=2[O:17][CH3:18])[CH:26]=1. The yield is 0.800.